The task is: Predict the reaction yield, written as a fraction of the theoretical maximum amount of product (1.0 means a 100% yield; for example, 0.34 means a 34% yield).. This data is from Reaction yield outcomes from USPTO patents with 853,638 reactions. (1) The reactants are [O:1]([C:8]1[CH:14]=[CH:13][CH:12]=[CH:11][C:9]=1[NH2:10])[C:2]1[CH:7]=[CH:6][CH:5]=[CH:4][CH:3]=1.[CH3:15][C:16]([CH3:18])=O.C(O)(=O)C.C(O[BH-](OC(=O)C)OC(=O)C)(=O)C.[Na+]. The catalyst is ClC(Cl)C. The product is [CH:16]([NH:10][C:9]1[CH:11]=[CH:12][CH:13]=[CH:14][C:8]=1[O:1][C:2]1[CH:3]=[CH:4][CH:5]=[CH:6][CH:7]=1)([CH3:18])[CH3:15]. The yield is 0.910. (2) The reactants are [F:1][C:2]1[C:7]([CH2:8][CH2:9][OH:10])=[C:6]([N+:11]([O-])=O)[CH:5]=[CH:4][C:3]=1[N:14]1[C:22](=[O:23])[C:21]2[C:16](=[CH:17][CH:18]=[CH:19][CH:20]=2)[C:15]1=[O:24]. The catalyst is CO.[Pd]. The product is [NH2:11][C:6]1[CH:5]=[CH:4][C:3]([N:14]2[C:22](=[O:23])[C:21]3[C:16](=[CH:17][CH:18]=[CH:19][CH:20]=3)[C:15]2=[O:24])=[C:2]([F:1])[C:7]=1[CH2:8][CH2:9][OH:10]. The yield is 0.510.